This data is from Full USPTO retrosynthesis dataset with 1.9M reactions from patents (1976-2016). The task is: Predict the reactants needed to synthesize the given product. (1) Given the product [C:7]([O:11][C:12]([N:14]1[CH2:19][CH2:18][N:17]([CH3:4])[CH:16]([CH3:20])[CH2:15]1)=[O:13])([CH3:10])([CH3:8])[CH3:9], predict the reactants needed to synthesize it. The reactants are: C=O.Cl.[CH2:4](O)C.[C:7]([O:11][C:12]([N:14]1[CH2:19][CH2:18][NH:17][CH:16]([CH3:20])[CH2:15]1)=[O:13])([CH3:10])([CH3:9])[CH3:8].[H][H]. (2) The reactants are: [CH2:1](Br)[C:2]1[CH:7]=[CH:6][CH:5]=[CH:4][CH:3]=1.[CH2:9]([N:16]1[C:20]2[N:21]=[C:22]([Cl:28])[CH:23]=[C:24]([C:25]([OH:27])=[O:26])[C:19]=2[CH:18]=[N:17]1)[C:10]1[CH:15]=[CH:14][CH:13]=[CH:12][CH:11]=1.C(=O)([O-])[O-].[K+].[K+]. Given the product [CH2:9]([N:16]1[C:20]2[N:21]=[C:22]([Cl:28])[CH:23]=[C:24]([C:25]([O:27][CH2:1][C:2]3[CH:7]=[CH:6][CH:5]=[CH:4][CH:3]=3)=[O:26])[C:19]=2[CH:18]=[N:17]1)[C:10]1[CH:11]=[CH:12][CH:13]=[CH:14][CH:15]=1, predict the reactants needed to synthesize it. (3) Given the product [Na+:5].[S:12]1[C:16]2[CH:17]=[C:18]([S:21]([O-:23])=[O:22])[CH:19]=[CH:20][C:15]=2[N:14]=[CH:13]1, predict the reactants needed to synthesize it. The reactants are: C([O-])(O)=O.[Na+:5].[O-]S([O-])=O.[Na+].[Na+].[S:12]1[C:16]2[CH:17]=[C:18]([S:21](Cl)(=[O:23])=[O:22])[CH:19]=[CH:20][C:15]=2[N:14]=[CH:13]1. (4) Given the product [NH2:15][C:12]1[CH:13]=[CH:14][C:9]([O:8][C:7]2[CH:6]=[CH:5][N:4]=[C:3]([N:19]=[C:20]([C:21]3[CH:26]=[CH:25][CH:24]=[CH:23][CH:22]=3)[C:27]3[CH:32]=[CH:31][CH:30]=[CH:29][CH:28]=3)[C:2]=2[Cl:1])=[C:10]([F:18])[CH:11]=1, predict the reactants needed to synthesize it. The reactants are: [Cl:1][C:2]1[C:3]([N:19]=[C:20]([C:27]2[CH:32]=[CH:31][CH:30]=[CH:29][CH:28]=2)[C:21]2[CH:26]=[CH:25][CH:24]=[CH:23][CH:22]=2)=[N:4][CH:5]=[CH:6][C:7]=1[O:8][C:9]1[CH:14]=[CH:13][C:12]([N+:15]([O-])=O)=[CH:11][C:10]=1[F:18].C(O)(C)C.[NH4+]=S. (5) Given the product [F:18][C:16]1[CH:17]=[C:12]([CH2:11][C@H:10]([NH:20][C:21](=[O:43])[C:22]2[CH:27]=[C:26]([C:28]3[O:29][CH:30]=[CH:31][N:32]=3)[CH:25]=[C:24]([C:33]([N:35]3[CH2:39][CH2:38][CH2:37][C@@H:36]3[CH2:40][O:41][CH3:42])=[O:34])[CH:23]=2)[C@H:9]([OH:8])[C@H:44]2[CH2:48][C@@H:47]([O:49][CH2:50][CH2:51][CH3:52])[CH2:46][NH:45]2)[CH:13]=[C:14]([F:19])[CH:15]=1, predict the reactants needed to synthesize it. The reactants are: [Si]([O:8][C@H:9]([C@H:44]1[CH2:48][C@@H:47]([O:49][CH2:50][CH2:51][CH3:52])[CH2:46][N:45]1C(OC(C)(C)C)=O)[C@@H:10]([NH:20][C:21](=[O:43])[C:22]1[CH:27]=[C:26]([C:28]2[O:29][CH:30]=[CH:31][N:32]=2)[CH:25]=[C:24]([C:33]([N:35]2[CH2:39][CH2:38][CH2:37][C@@H:36]2[CH2:40][O:41][CH3:42])=[O:34])[CH:23]=1)[CH2:11][C:12]1[CH:17]=[C:16]([F:18])[CH:15]=[C:14]([F:19])[CH:13]=1)(C(C)(C)C)(C)C. (6) Given the product [N:28]1([C:25]2[CH:26]=[CH:27][C:22]([NH:21][C:14]([C:13]3[CH:12]=[C:11]([CH:19]=[CH:18][CH:17]=3)[CH2:10][S:9][CH2:8][CH2:7][C:6]([O:5][C:1]([CH3:2])([CH3:3])[CH3:4])=[O:20])=[O:16])=[C:23]([C:34]3[CH:35]=[C:36]([NH:40][CH2:41][C:42]4[CH:47]=[CH:46][CH:45]=[C:44]([CH3:48])[CH:43]=4)[N:37]=[CH:38][N:39]=3)[CH:24]=2)[CH2:29][CH2:30][CH2:31][CH2:32][CH2:33]1, predict the reactants needed to synthesize it. The reactants are: [C:1]([O:5][C:6](=[O:20])[CH2:7][CH2:8][S:9][CH2:10][C:11]1[CH:12]=[C:13]([CH:17]=[CH:18][CH:19]=1)[C:14]([OH:16])=O)([CH3:4])([CH3:3])[CH3:2].[NH2:21][C:22]1[CH:27]=[CH:26][C:25]([N:28]2[CH2:33][CH2:32][CH2:31][CH2:30][CH2:29]2)=[CH:24][C:23]=1[C:34]1[N:39]=[CH:38][N:37]=[C:36]([NH:40][CH2:41][C:42]2[CH:47]=[CH:46][CH:45]=[C:44]([CH3:48])[CH:43]=2)[CH:35]=1. (7) Given the product [Cl:40][C:9]1[CH:8]=[C:7]([N:6]=[C:41]=[S:42])[CH:12]=[C:11]([C:13]([F:14])([F:16])[F:15])[C:10]=1[C:17]1[CH:22]=[CH:21][C:20]([S:23]([CH2:26][CH:27]2[CH2:32][CH2:31][CH2:30][N:29]([C:33]([O:35][C:36]([CH3:37])([CH3:39])[CH3:38])=[O:34])[CH2:28]2)(=[O:25])=[O:24])=[CH:19][CH:18]=1, predict the reactants needed to synthesize it. The reactants are: C(=O)([O-])[O-].[Ca+2].[NH2:6][C:7]1[CH:12]=[C:11]([C:13]([F:16])([F:15])[F:14])[C:10]([C:17]2[CH:22]=[CH:21][C:20]([S:23]([CH2:26][CH:27]3[CH2:32][CH2:31][CH2:30][N:29]([C:33]([O:35][C:36]([CH3:39])([CH3:38])[CH3:37])=[O:34])[CH2:28]3)(=[O:25])=[O:24])=[CH:19][CH:18]=2)=[C:9]([Cl:40])[CH:8]=1.[C:41](Cl)(Cl)=[S:42].Cl.